Dataset: NCI-60 drug combinations with 297,098 pairs across 59 cell lines. Task: Regression. Given two drug SMILES strings and cell line genomic features, predict the synergy score measuring deviation from expected non-interaction effect. Drug 1: CN1CCC(CC1)COC2=C(C=C3C(=C2)N=CN=C3NC4=C(C=C(C=C4)Br)F)OC. Drug 2: C1CCC(C(C1)N)N.C(=O)(C(=O)[O-])[O-].[Pt+4]. Cell line: NCIH23. Synergy scores: CSS=18.4, Synergy_ZIP=-0.502, Synergy_Bliss=1.72, Synergy_Loewe=-1.36, Synergy_HSA=3.19.